From a dataset of Forward reaction prediction with 1.9M reactions from USPTO patents (1976-2016). Predict the product of the given reaction. (1) Given the reactants OC(C(F)(F)F)=O.[OH:8][C@H:9]1[C@H:14]([N:15]2[CH2:19][CH2:18][CH2:17][C:16]2=[O:20])[CH2:13][CH2:12][NH:11][CH2:10]1.CCN(C(C)C)C(C)C.[Br:30][C:31]1[CH:32]=[C:33]([C:44]([F:47])([F:46])[F:45])[C:34]2[N:35]([C:37]([Cl:43])=[C:38]([C:40](O)=[O:41])[N:39]=2)[CH:36]=1.CN(C(ON1N=NC2C=CC=NC1=2)=[N+](C)C)C.F[P-](F)(F)(F)(F)F, predict the reaction product. The product is: [Br:30][C:31]1[CH:32]=[C:33]([C:44]([F:46])([F:47])[F:45])[C:34]2[N:35]([C:37]([Cl:43])=[C:38]([C:40]([N:11]3[CH2:12][CH2:13][C@@H:14]([N:15]4[CH2:19][CH2:18][CH2:17][C:16]4=[O:20])[C@H:9]([OH:8])[CH2:10]3)=[O:41])[N:39]=2)[CH:36]=1. (2) Given the reactants [CH2:1]1[CH:5]2[CH2:6][NH:7][CH2:8][CH:4]2[CH2:3][N:2]1[C:9]1[CH:14]=[C:13]([O:15][CH3:16])[N:12]=[C:11]([N:17]([CH3:19])[CH3:18])[N:10]=1.[F:20][C:21]1[CH:29]=[CH:28][CH:27]=[C:26]([N:30]2[N:34]=[CH:33][CH:32]=[N:31]2)[C:22]=1[C:23](O)=[O:24].CN(C(ON1N=NC2C=CC=NC1=2)=[N+](C)C)C.F[P-](F)(F)(F)(F)F.CCN(C(C)C)C(C)C, predict the reaction product. The product is: [F:20][C:21]1[CH:29]=[CH:28][CH:27]=[C:26]([N:30]2[N:34]=[CH:33][CH:32]=[N:31]2)[C:22]=1[C:23]([N:7]1[CH2:6][CH:5]2[CH2:1][N:2]([C:9]3[CH:14]=[C:13]([O:15][CH3:16])[N:12]=[C:11]([N:17]([CH3:18])[CH3:19])[N:10]=3)[CH2:3][CH:4]2[CH2:8]1)=[O:24]. (3) Given the reactants [Br:1][C:2]1[S:6][C:5](C=O)=[CH:4][C:3]=1[CH3:9].S([CH2:20][N+:21]#[C-:22])(C1C=CC(C)=CC=1)(=O)=O.[C:23]([O-:26])([O-])=O.[K+].[K+], predict the reaction product. The product is: [Br:1][C:2]1([C:23]2[O:26][CH:22]=[N:21][CH:20]=2)[S:6][CH2:5][CH:4]=[C:3]1[CH3:9]. (4) Given the reactants [F:1][C:2]1[CH:7]=[C:6]([CH3:8])[CH:5]=[CH:4][C:3]=1[N:9]1[C:13]2[CH:14]=[CH:15][CH:16]=[CH:17][C:12]=2[NH:11][S:10]1(=[O:19])=[O:18].C1(P(C2C=CC=CC=2)C2C=CC=CC=2)C=CC=CC=1.[Br:39][CH2:40][CH2:41][CH2:42]O.N(C(OC(C)C)=O)=NC(OC(C)C)=O, predict the reaction product. The product is: [Br:39][CH2:40][CH2:41][CH2:42][N:11]1[C:12]2[CH:17]=[CH:16][CH:15]=[CH:14][C:13]=2[N:9]([C:3]2[CH:4]=[CH:5][C:6]([CH3:8])=[CH:7][C:2]=2[F:1])[S:10]1(=[O:19])=[O:18].